From a dataset of NCI-60 drug combinations with 297,098 pairs across 59 cell lines. Regression. Given two drug SMILES strings and cell line genomic features, predict the synergy score measuring deviation from expected non-interaction effect. (1) Drug 1: CC1OCC2C(O1)C(C(C(O2)OC3C4COC(=O)C4C(C5=CC6=C(C=C35)OCO6)C7=CC(=C(C(=C7)OC)O)OC)O)O. Drug 2: CCC1(CC2CC(C3=C(CCN(C2)C1)C4=CC=CC=C4N3)(C5=C(C=C6C(=C5)C78CCN9C7C(C=CC9)(C(C(C8N6C)(C(=O)OC)O)OC(=O)C)CC)OC)C(=O)OC)O.OS(=O)(=O)O. Cell line: SR. Synergy scores: CSS=80.9, Synergy_ZIP=3.37, Synergy_Bliss=2.56, Synergy_Loewe=1.82, Synergy_HSA=5.08. (2) Drug 1: CS(=O)(=O)C1=CC(=C(C=C1)C(=O)NC2=CC(=C(C=C2)Cl)C3=CC=CC=N3)Cl. Drug 2: CC1=C(N=C(N=C1N)C(CC(=O)N)NCC(C(=O)N)N)C(=O)NC(C(C2=CN=CN2)OC3C(C(C(C(O3)CO)O)O)OC4C(C(C(C(O4)CO)O)OC(=O)N)O)C(=O)NC(C)C(C(C)C(=O)NC(C(C)O)C(=O)NCCC5=NC(=CS5)C6=NC(=CS6)C(=O)NCCC[S+](C)C)O. Cell line: HCT-15. Synergy scores: CSS=9.01, Synergy_ZIP=-5.88, Synergy_Bliss=-6.13, Synergy_Loewe=-7.08, Synergy_HSA=-5.10. (3) Drug 1: C1C(C(OC1N2C=NC3=C(N=C(N=C32)Cl)N)CO)O. Drug 2: CC1=C(C(CCC1)(C)C)C=CC(=CC=CC(=CC(=O)O)C)C. Cell line: MCF7. Synergy scores: CSS=14.4, Synergy_ZIP=-2.90, Synergy_Bliss=-0.448, Synergy_Loewe=6.24, Synergy_HSA=4.68. (4) Drug 1: C1=CC(=CC=C1CCC2=CNC3=C2C(=O)NC(=N3)N)C(=O)NC(CCC(=O)O)C(=O)O. Drug 2: CCCS(=O)(=O)NC1=C(C(=C(C=C1)F)C(=O)C2=CNC3=C2C=C(C=N3)C4=CC=C(C=C4)Cl)F. Cell line: SK-MEL-2. Synergy scores: CSS=-13.9, Synergy_ZIP=-2.29, Synergy_Bliss=-13.6, Synergy_Loewe=-34.2, Synergy_HSA=-16.7. (5) Drug 1: CC=C1C(=O)NC(C(=O)OC2CC(=O)NC(C(=O)NC(CSSCCC=C2)C(=O)N1)C(C)C)C(C)C. Drug 2: CCN(CC)CCCC(C)NC1=C2C=C(C=CC2=NC3=C1C=CC(=C3)Cl)OC. Cell line: NCI-H226. Synergy scores: CSS=54.9, Synergy_ZIP=-2.41, Synergy_Bliss=-0.0627, Synergy_Loewe=-14.9, Synergy_HSA=2.97. (6) Drug 1: C1=NC2=C(N=C(N=C2N1C3C(C(C(O3)CO)O)F)Cl)N. Drug 2: CC(C)NC(=O)C1=CC=C(C=C1)CNNC.Cl. Cell line: KM12. Synergy scores: CSS=13.4, Synergy_ZIP=-3.81, Synergy_Bliss=-0.182, Synergy_Loewe=-73.8, Synergy_HSA=-2.08. (7) Drug 1: C1CCC(C1)C(CC#N)N2C=C(C=N2)C3=C4C=CNC4=NC=N3. Drug 2: CC1C(C(CC(O1)OC2CC(OC(C2O)C)OC3=CC4=CC5=C(C(=O)C(C(C5)C(C(=O)C(C(C)O)O)OC)OC6CC(C(C(O6)C)O)OC7CC(C(C(O7)C)O)OC8CC(C(C(O8)C)O)(C)O)C(=C4C(=C3C)O)O)O)O. Cell line: OVCAR3. Synergy scores: CSS=34.1, Synergy_ZIP=15.8, Synergy_Bliss=17.2, Synergy_Loewe=11.3, Synergy_HSA=13.2. (8) Drug 1: C(=O)(N)NO. Drug 2: C(CN)CNCCSP(=O)(O)O. Cell line: SW-620. Synergy scores: CSS=-1.91, Synergy_ZIP=1.08, Synergy_Bliss=2.32, Synergy_Loewe=-5.30, Synergy_HSA=-2.70. (9) Drug 1: CN1CCC(CC1)COC2=C(C=C3C(=C2)N=CN=C3NC4=C(C=C(C=C4)Br)F)OC. Drug 2: CC1=C2C(C(=O)C3(C(CC4C(C3C(C(C2(C)C)(CC1OC(=O)C(C(C5=CC=CC=C5)NC(=O)OC(C)(C)C)O)O)OC(=O)C6=CC=CC=C6)(CO4)OC(=O)C)O)C)O. Cell line: M14. Synergy scores: CSS=21.3, Synergy_ZIP=3.00, Synergy_Bliss=4.75, Synergy_Loewe=-40.9, Synergy_HSA=2.50. (10) Drug 1: COC1=NC(=NC2=C1N=CN2C3C(C(C(O3)CO)O)O)N. Drug 2: CC1=C(N=C(N=C1N)C(CC(=O)N)NCC(C(=O)N)N)C(=O)NC(C(C2=CN=CN2)OC3C(C(C(C(O3)CO)O)O)OC4C(C(C(C(O4)CO)O)OC(=O)N)O)C(=O)NC(C)C(C(C)C(=O)NC(C(C)O)C(=O)NCCC5=NC(=CS5)C6=NC(=CS6)C(=O)NCCC[S+](C)C)O. Cell line: OVCAR-8. Synergy scores: CSS=34.8, Synergy_ZIP=-9.68, Synergy_Bliss=1.35, Synergy_Loewe=-24.1, Synergy_HSA=1.96.